Dataset: Forward reaction prediction with 1.9M reactions from USPTO patents (1976-2016). Task: Predict the product of the given reaction. The product is: [ClH:35].[CH3:11][CH:10]([O:9][C:8]1[CH:7]=[CH:6][C:5]([C:13]2[O:17][N:16]=[C:15]([C:18]3[CH:32]=[CH:31][C:21]4[CH2:22][CH2:23][N:24]([CH2:27][C:28]([N:39]5[CH2:44][CH2:43][O:42][CH2:41][CH2:40]5)=[O:29])[CH2:25][CH2:26][C:20]=4[CH:19]=3)[N:14]=2)=[CH:4][C:3]=1[C:1]#[N:2])[CH3:12]. Given the reactants [C:1]([C:3]1[CH:4]=[C:5]([C:13]2[O:17][N:16]=[C:15]([C:18]3[CH:32]=[CH:31][C:21]4[CH2:22][CH2:23][N:24]([CH2:27][C:28](O)=[O:29])[CH2:25][CH2:26][C:20]=4[CH:19]=3)[N:14]=2)[CH:6]=[CH:7][C:8]=1[O:9][CH:10]([CH3:12])[CH3:11])#[N:2].C(Cl)C[Cl:35].C([N:39]1[CH2:44][CH2:43][O:42][CH2:41][CH2:40]1)C.C1C=CC2N(O)N=NC=2C=1.N1CCOCC1, predict the reaction product.